From a dataset of Forward reaction prediction with 1.9M reactions from USPTO patents (1976-2016). Predict the product of the given reaction. (1) Given the reactants [Cl:1][C:2]1[N:7]=[C:6](Cl)[C:5]([F:9])=[CH:4][N:3]=1.[F:10][C:11]([F:20])([F:19])[C:12]1[CH:18]=[CH:17][C:15]([NH2:16])=[CH:14][CH:13]=1, predict the reaction product. The product is: [Cl:1][C:2]1[N:7]=[C:6]([NH:16][C:15]2[CH:17]=[CH:18][C:12]([C:11]([F:10])([F:19])[F:20])=[CH:13][CH:14]=2)[C:5]([F:9])=[CH:4][N:3]=1. (2) Given the reactants Cl[CH2:2][CH2:3][C:4]([NH2:6])=[O:5].[CH3:7][NH:8][CH2:9][CH2:10][C:11]1[CH:16]=[CH:15][C:14]([O:17][CH3:18])=[C:13]([O:19][CH3:20])[CH:12]=1.C(N(CC)CC)C, predict the reaction product. The product is: [CH3:20][O:19][C:13]1[CH:12]=[C:11]([CH2:10][CH2:9][N:8]([CH3:7])[CH2:2][CH2:3][C:4]([NH2:6])=[O:5])[CH:16]=[CH:15][C:14]=1[O:17][CH3:18]. (3) Given the reactants [NH2:1][C:2]1[N:7]=[CH:6][N:5]=[C:4]2[N:8]([CH:12]([C:14]3[O:15][C:16]4[C:21]([C:22](=[O:31])[C:23]=3[C:24]3[CH:29]=[CH:28][CH:27]=[C:26]([F:30])[CH:25]=3)=[C:20]([F:32])[CH:19]=[CH:18][CH:17]=4)[CH3:13])[N:9]=[C:10](I)[C:3]=12.[CH3:33][O:34][C:35]1[CH:40]=[CH:39][C:38](B2OC(C)(C)C(C)(C)O2)=[CH:37][C:36]=1[NH:50][S:51]([CH3:54])(=[O:53])=[O:52].C(=O)([O-])[O-].[Na+].[Na+], predict the reaction product. The product is: [NH2:1][C:2]1[N:7]=[CH:6][N:5]=[C:4]2[N:8]([CH:12]([C:14]3[O:15][C:16]4[C:21]([C:22](=[O:31])[C:23]=3[C:24]3[CH:29]=[CH:28][CH:27]=[C:26]([F:30])[CH:25]=3)=[C:20]([F:32])[CH:19]=[CH:18][CH:17]=4)[CH3:13])[N:9]=[C:10]([C:38]3[CH:39]=[CH:40][C:35]([O:34][CH3:33])=[C:36]([NH:50][S:51]([CH3:54])(=[O:52])=[O:53])[CH:37]=3)[C:3]=12. (4) Given the reactants [NH2:1][C:2]1[N:10]=[CH:9][C:8]([Cl:11])=[CH:7][C:3]=1[C:4]([NH2:6])=[O:5].Br[CH2:13][C:14]1[O:15][C:16]([C:19]([F:22])([F:21])[F:20])=[CH:17][CH:18]=1.Cl.CO, predict the reaction product. The product is: [ClH:11].[Cl:11][C:8]1[CH:7]=[C:3]([C:4]([NH2:6])=[O:5])[C:2](=[NH:1])[N:10]([CH2:13][C:14]2[O:15][C:16]([C:19]([F:22])([F:21])[F:20])=[CH:17][CH:18]=2)[CH:9]=1. (5) The product is: [CH3:13][O:12][C:6]1[C:7]([C:19]2[CH:20]=[CH:15][CH:16]=[C:17]([C:21]3[O:22][CH:23]=[N:24][N:25]=3)[CH:18]=2)=[CH:8][C:3]([CH:1]=[O:2])=[CH:4][CH:5]=1. Given the reactants [CH:1]([C:3]1[CH:4]=[CH:5][C:6]([O:12][CH3:13])=[C:7](B(O)O)[CH:8]=1)=[O:2].I[C:15]1[CH:16]=[C:17]([C:21]2[O:22][CH:23]=[N:24][N:25]=2)[CH:18]=[CH:19][CH:20]=1.C([O-])([O-])=O.[K+].[K+], predict the reaction product. (6) Given the reactants [CH3:1][Si:2]([CH3:7])([CH3:6])[C:3]#[C:4][CH3:5].[N+:8](=[CH:10][C:11]([O:13][CH2:14][CH3:15])=[O:12])=[N-:9], predict the reaction product. The product is: [CH2:14]([O:13][C:11]([C:10]1[C:4]([CH3:5])=[C:3]([Si:2]([CH3:7])([CH3:6])[CH3:1])[NH:9][N:8]=1)=[O:12])[CH3:15].